From a dataset of Reaction yield outcomes from USPTO patents with 853,638 reactions. Predict the reaction yield, written as a fraction of the theoretical maximum amount of product (1.0 means a 100% yield; for example, 0.34 means a 34% yield). (1) The reactants are Cl[C:2]1[N:6]2[CH:7]=[C:8]([F:11])[CH:9]=[CH:10][C:5]2=[N:4][N:3]=1.[CH3:12][OH:13]. The catalyst is CC(N(C)C)=O.C(Cl)Cl. The product is [F:11][C:8]1[CH:9]=[CH:10][C:5]2[N:6]([C:2]([N:6]3[CH2:7][CH2:8][CH2:9][C@@H:10]([CH2:12][OH:13])[CH2:5]3)=[N:3][N:4]=2)[CH:7]=1. The yield is 0.290. (2) The reactants are Cl[C:2]1[CH:7]=[CH:6][N:5]=[C:4]([N:8]2[CH2:19][CH2:18][N:17]3[C:10](=[CH:11][C:12]4[CH2:13][C:14]([CH3:21])([CH3:20])[CH2:15][C:16]=43)[C:9]2=[O:22])[C:3]=1[CH:23]=[O:24].[CH3:25][N:26]1[CH:31]=[C:30](B2OC(C)(C)C(C)(C)O2)[CH:29]=[C:28]([NH:41][C:42]2[CH:47]=[CH:46][C:45]([N:48]3[CH2:53][CH2:52][N:51]([CH:54]4[CH2:57][O:56][CH2:55]4)[CH2:50][CH2:49]3)=[CH:44][N:43]=2)[C:27]1=[O:58].[O-]P([O-])([O-])=O.[K+].[K+].[K+]. The catalyst is C1C=CC(P(C2C=CC=CC=2)[C-]2C=CC=C2)=CC=1.C1C=CC(P(C2C=CC=CC=2)[C-]2C=CC=C2)=CC=1.Cl[Pd]Cl.[Fe+2].O1CCCC1. The product is [CH3:25][N:26]1[C:27](=[O:58])[C:28]([NH:41][C:42]2[CH:47]=[CH:46][C:45]([N:48]3[CH2:53][CH2:52][N:51]([CH:54]4[CH2:55][O:56][CH2:57]4)[CH2:50][CH2:49]3)=[CH:44][N:43]=2)=[CH:29][C:30]([C:2]2[C:3]([CH:23]=[O:24])=[C:4]([N:8]3[CH2:19][CH2:18][N:17]4[C:10](=[CH:11][C:12]5[CH2:13][C:14]([CH3:21])([CH3:20])[CH2:15][C:16]=54)[C:9]3=[O:22])[N:5]=[CH:6][CH:7]=2)=[CH:31]1. The yield is 0.610. (3) The catalyst is CN(C)C=O. The yield is 0.470. The product is [CH2:1]([O:8][C:9]1[CH:18]=[C:17]2[C:12]([C:13]([O:19][C:20]3[CH:26]=[CH:25][C:23]([NH:24][C:40]([NH:39][C:34]4[CH:35]=[CH:36][CH:37]=[CH:38][C:33]=4[O:32][CH3:31])=[O:41])=[C:22]([CH3:27])[C:21]=3[CH3:28])=[CH:14][CH:15]=[N:16]2)=[CH:11][C:10]=1[O:29][CH3:30])[C:2]1[CH:7]=[CH:6][CH:5]=[CH:4][CH:3]=1. The reactants are [CH2:1]([O:8][C:9]1[CH:18]=[C:17]2[C:12]([C:13]([O:19][C:20]3[CH:26]=[CH:25][C:23]([NH2:24])=[C:22]([CH3:27])[C:21]=3[CH3:28])=[CH:14][CH:15]=[N:16]2)=[CH:11][C:10]=1[O:29][CH3:30])[C:2]1[CH:7]=[CH:6][CH:5]=[CH:4][CH:3]=1.[CH3:31][O:32][C:33]1[CH:38]=[CH:37][CH:36]=[CH:35][C:34]=1[N:39]=[C:40]=[O:41].C(=O)([O-])O.[Na+].